This data is from Tyrosyl-DNA phosphodiesterase HTS with 341,365 compounds. The task is: Binary Classification. Given a drug SMILES string, predict its activity (active/inactive) in a high-throughput screening assay against a specified biological target. (1) The compound is o1c(c(nc1c1oc(cc1)C)CN1CCN(CC1)c1nc(cnc1C)C)C. The result is 0 (inactive). (2) The result is 0 (inactive). The molecule is s1c2c(CCCC2)c(c1NC(NC(=O)c1occc1)(C(F)(F)F)C(F)(F)F)C(=O)N. (3) The result is 0 (inactive). The molecule is S(=O)(=O)(Nc1nn(c2nc3c(cc12)cccc3C)CC)c1c([N+]([O-])=O)cccc1.